This data is from Catalyst prediction with 721,799 reactions and 888 catalyst types from USPTO. The task is: Predict which catalyst facilitates the given reaction. (1) Reactant: B(Br)(Br)Br.C(Cl)Cl.C[O:9][C:10]1[CH:11]=[C:12]([C:16]([CH3:27])([CH3:26])[CH2:17][CH2:18][CH2:19][CH2:20][C:21]([N:23]([CH3:25])[CH3:24])=[O:22])[CH:13]=[CH:14][CH:15]=1. Product: [OH:9][C:10]1[CH:11]=[C:12]([C:16]([CH3:27])([CH3:26])[CH2:17][CH2:18][CH2:19][CH2:20][C:21]([N:23]([CH3:25])[CH3:24])=[O:22])[CH:13]=[CH:14][CH:15]=1. The catalyst class is: 6. (2) Reactant: [OH:1][C:2]1[CH:23]=[CH:22][C:5]2[N:6]=[C:7]([NH:9][C:10]([C:12]3[CH:21]=[CH:20][C:15]([C:16]([O:18]C)=[O:17])=[CH:14][CH:13]=3)=[O:11])[S:8][C:4]=2[CH:3]=1.[OH-].[Li+]. Product: [OH:1][C:2]1[CH:23]=[CH:22][C:5]2[N:6]=[C:7]([NH:9][C:10]([C:12]3[CH:21]=[CH:20][C:15]([C:16]([OH:18])=[O:17])=[CH:14][CH:13]=3)=[O:11])[S:8][C:4]=2[CH:3]=1. The catalyst class is: 20. (3) Reactant: [CH:1]1([CH:4]([C:11]2[CH:16]=[CH:15][CH:14]=[C:13]([CH2:17][O:18][C:19]3[CH:24]=[CH:23][C:22]([C:25]4[CH:30]=[C:29]([O:31][CH3:32])[CH:28]=[CH:27][C:26]=4[F:33])=[C:21]([OH:34])[CH:20]=3)[CH:12]=2)[CH2:5][C:6]([O:8][CH2:9][CH3:10])=[O:7])[CH2:3][CH2:2]1.[CH3:35][C:36]([CH3:40])([CH3:39])[CH2:37]O.C(C=P(CCCC)(CCCC)CCCC)#N.O. Product: [CH:1]1([CH:4]([C:11]2[CH:16]=[CH:15][CH:14]=[C:13]([CH2:17][O:18][C:19]3[CH:24]=[CH:23][C:22]([C:25]4[CH:30]=[C:29]([O:31][CH3:32])[CH:28]=[CH:27][C:26]=4[F:33])=[C:21]([O:34][CH2:35][C:36]([CH3:40])([CH3:39])[CH3:37])[CH:20]=3)[CH:12]=2)[CH2:5][C:6]([O:8][CH2:9][CH3:10])=[O:7])[CH2:3][CH2:2]1. The catalyst class is: 11. (4) Reactant: [OH-].[K+].[CH2:3]([O:6][C:7]1[CH:8]=[CH:9][C:10]2[C:11](=[O:24])[C:12]3[C:17]([O:18][C:19]=2[C:20]=1[C:21](=[O:23])[CH3:22])=[CH:16][CH:15]=[CH:14][CH:13]=3)[CH:4]=[CH2:5].[CH:25](=O)[C:26]1[CH:31]=[CH:30][CH:29]=[CH:28][CH:27]=1. Product: [CH2:3]([O:6][C:7]1[CH:8]=[CH:9][C:10]2[C:11](=[O:24])[C:12]3[C:17]([O:18][C:19]=2[C:20]=1[C:21](=[O:23])[CH:22]=[CH:25][C:26]1[CH:31]=[CH:30][CH:29]=[CH:28][CH:27]=1)=[CH:16][CH:15]=[CH:14][CH:13]=3)[CH:4]=[CH2:5]. The catalyst class is: 40.